The task is: Predict the product of the given reaction.. This data is from Forward reaction prediction with 1.9M reactions from USPTO patents (1976-2016). Given the reactants [NH:1]1[C:9]2[C:4](=[C:5]([CH2:10][NH:11][C:12]([C:14]3[S:18][C:17]([C:19]([NH:21][C@@H:22]([CH2:26][NH:27][C:28]([C:30]4[S:31][CH:32]=[CH:33][CH:34]=4)=[O:29])[C:23]([OH:25])=[O:24])=[O:20])=[C:16]([CH3:35])[CH:15]=3)=[O:13])[CH:6]=[CH:7][CH:8]=2)[CH:3]=[N:2]1.I[CH2:37][CH:38]([CH3:40])[CH3:39].C(N(CC)CC)C.CCOC(C)=O, predict the reaction product. The product is: [CH2:37]([O:24][C:23](=[O:25])[C@@H:22]([NH:21][C:19]([C:17]1[S:18][C:14]([C:12](=[O:13])[NH:11][CH2:10][C:5]2[CH:6]=[CH:7][CH:8]=[C:9]3[C:4]=2[CH:3]=[N:2][NH:1]3)=[CH:15][C:16]=1[CH3:35])=[O:20])[CH2:26][NH:27][C:28]([C:30]1[S:31][CH:32]=[CH:33][CH:34]=1)=[O:29])[CH:38]([CH3:40])[CH3:39].